From a dataset of Forward reaction prediction with 1.9M reactions from USPTO patents (1976-2016). Predict the product of the given reaction. (1) Given the reactants Cl[C:2]1[N:6]([CH2:7][CH2:8][O:9][CH2:10][CH3:11])[C:5]2[CH:12]=[CH:13][CH:14]=[CH:15][C:4]=2[N:3]=1.[CH3:16][N:17]1[CH2:23][CH2:22][CH2:21][NH:20][CH2:19][CH2:18]1.C(N(CC)CC)C.C(OCC)(=O)C.CCCCCC, predict the reaction product. The product is: [CH3:16][N:17]1[CH2:23][CH2:22][CH2:21][N:20]([C:2]2[N:6]([CH2:7][CH2:8][O:9][CH2:10][CH3:11])[C:5]3[CH:12]=[CH:13][CH:14]=[CH:15][C:4]=3[N:3]=2)[CH2:19][CH2:18]1. (2) Given the reactants [CH:1]([C:4]1[C:13]([C:14]2[NH:18][C:17]([CH2:19][CH2:20][O:21][CH3:22])=[N:16][N:15]=2)=[CH:12][C:7]([C:8]([O:10]C)=[O:9])=[C:6]([CH3:23])[CH:5]=1)([CH3:3])[CH3:2].O.[OH-].[Li+].CO, predict the reaction product. The product is: [CH:1]([C:4]1[C:13]([C:14]2[NH:18][C:17]([CH2:19][CH2:20][O:21][CH3:22])=[N:16][N:15]=2)=[CH:12][C:7]([C:8]([OH:10])=[O:9])=[C:6]([CH3:23])[CH:5]=1)([CH3:3])[CH3:2]. (3) Given the reactants Cl[CH2:2][CH2:3][CH2:4][O:5][C:6]1[CH:7]=[C:8]([CH:20]=[CH:21][C:22]=1[O:23][CH3:24])[CH:9]=[C:10]1[CH2:18][C:17]2[C:12](=[CH:13][CH:14]=[CH:15][CH:16]=2)[C:11]1=[O:19].[NH:25]1[CH:29]=[CH:28][N:27]=[CH:26]1, predict the reaction product. The product is: [N:25]1([CH2:2][CH2:3][CH2:4][O:5][C:6]2[CH:7]=[C:8]([CH:20]=[CH:21][C:22]=2[O:23][CH3:24])[CH:9]=[C:10]2[CH2:18][C:17]3[C:12](=[CH:13][CH:14]=[CH:15][CH:16]=3)[C:11]2=[O:19])[CH:29]=[CH:28][N:27]=[CH:26]1. (4) Given the reactants C(=O)(O)[O-].[Na+].Br[C:7]1[CH:8]=[CH:9][C:10]([C:13]#[C:14][C:15]2[CH:24]=[CH:23][C:18]([O:19][CH2:20][CH2:21][OH:22])=[C:17]([CH3:25])[CH:16]=2)=[N:11][CH:12]=1.[Cl:26][C:27]1[CH:32]=[CH:31][C:30](OB(O)O)=[CH:29][CH:28]=1, predict the reaction product. The product is: [Cl:26][C:27]1[CH:32]=[CH:31][C:30]([C:7]2[CH:8]=[CH:9][C:10]([C:13]#[C:14][C:15]3[CH:24]=[CH:23][C:18]([O:19][CH2:20][CH2:21][OH:22])=[C:17]([CH3:25])[CH:16]=3)=[N:11][CH:12]=2)=[CH:29][CH:28]=1. (5) Given the reactants [CH3:1][C:2]1[C:3]([C:7]([O:9][CH2:10][CH3:11])=[O:8])=[N:4][NH:5][CH:6]=1.[CH3:12][O:13][C:14]1[CH:15]=[C:16](B(O)O)[CH:17]=[CH:18][CH:19]=1.N1C=CC=CC=1, predict the reaction product. The product is: [CH3:12][O:13][C:14]1[CH:19]=[C:18]([N:5]2[CH:6]=[C:2]([CH3:1])[C:3]([C:7]([O:9][CH2:10][CH3:11])=[O:8])=[N:4]2)[CH:17]=[CH:16][CH:15]=1. (6) Given the reactants [C:1]([O:4][C:5]1[C:13]([O:14][CH3:15])=[CH:12][C:8]([C:9](O)=[O:10])=[CH:7][C:6]=1[O:16][CH3:17])(=[O:3])[CH3:2].S(Cl)([Cl:20])=O, predict the reaction product. The product is: [C:1]([O:4][C:5]1[C:13]([O:14][CH3:15])=[CH:12][C:8]([C:9]([Cl:20])=[O:10])=[CH:7][C:6]=1[O:16][CH3:17])(=[O:3])[CH3:2]. (7) Given the reactants [I:1][C:2](=[CH:4][CH2:5][C@H:6]([C:8]1[CH:9]=[C:10]2[C:15](=[CH:16][CH:17]=1)[N:14]=[CH:13][CH:12]=[CH:11]2)O)[CH3:3].C1(P([N:32]=[N+:33]=[N-:34])(C2C=CC=CC=2)=O)C=CC=CC=1.N12CCCN=C1CCCCC2, predict the reaction product. The product is: [N:32]([C@H:6]([C:8]1[CH:9]=[C:10]2[C:15](=[CH:16][CH:17]=1)[N:14]=[CH:13][CH:12]=[CH:11]2)[CH2:5][CH:4]=[C:2]([I:1])[CH3:3])=[N+:33]=[N-:34].